This data is from Forward reaction prediction with 1.9M reactions from USPTO patents (1976-2016). The task is: Predict the product of the given reaction. (1) Given the reactants [Cl:1][C:2]1[CH:31]=[CH:30][CH:29]=[C:28]([Cl:32])[C:3]=1[C:4]([NH:6][C@H:7]([C:25]([OH:27])=O)[CH2:8][C:9]1[CH:14]=[CH:13][C:12]([C:15]2[C:20]([O:21][CH3:22])=[CH:19][CH:18]=[CH:17][C:16]=2[O:23][CH3:24])=[CH:11][CH:10]=1)=[O:5].C(Cl)(=O)C([Cl:36])=O.CN(C=O)C, predict the reaction product. The product is: [Cl:1][C:2]1[CH:31]=[CH:30][CH:29]=[C:28]([Cl:32])[C:3]=1[C:4]([NH:6][C@H:7]([C:25]([Cl:36])=[O:27])[CH2:8][C:9]1[CH:14]=[CH:13][C:12]([C:15]2[C:20]([O:21][CH3:22])=[CH:19][CH:18]=[CH:17][C:16]=2[O:23][CH3:24])=[CH:11][CH:10]=1)=[O:5]. (2) Given the reactants [CH3:1][O:2][C:3]1[CH:4]=[C:5]2[C:10](=[CH:11][C:12]=1[O:13][CH3:14])[N:9]=[CH:8][N:7]=[C:6]2[O:15][C:16]1[CH:17]=[C:18]2[C:23](=[CH:24][CH:25]=1)[C:22]([C:26](O)=[O:27])=[CH:21][CH:20]=[CH:19]2.[NH2:29][CH2:30][C:31]1[CH:50]=[CH:49][C:34]([C:35]([NH:37][C:38]2[CH:43]=[CH:42][C:41]([C:44]([F:47])([F:46])[F:45])=[CH:40][C:39]=2[NH2:48])=[O:36])=[CH:33][CH:32]=1, predict the reaction product. The product is: [NH2:48][C:39]1[CH:40]=[C:41]([C:44]([F:46])([F:47])[F:45])[CH:42]=[CH:43][C:38]=1[NH:37][C:35]([C:34]1[CH:49]=[CH:50][C:31]([CH2:30][NH:29][C:26]([C:22]2[C:23]3[C:18](=[CH:17][C:16]([O:15][C:6]4[C:5]5[C:10](=[CH:11][C:12]([O:13][CH3:14])=[C:3]([O:2][CH3:1])[CH:4]=5)[N:9]=[CH:8][N:7]=4)=[CH:25][CH:24]=3)[CH:19]=[CH:20][CH:21]=2)=[O:27])=[CH:32][CH:33]=1)=[O:36]. (3) Given the reactants [CH3:1][C:2]1[CH:36]=[CH:35][C:5]([CH2:6][N:7]2[C:12](=[N:13][C:14]3[CH:19]=[CH:18][C:17]([O:20][CH:21]([CH3:23])[CH3:22])=[C:16]([CH:24]=[CH2:25])[CH:15]=3)[NH:11][C:10](=[O:26])[N:9]([CH2:27][C@@H:28]([C:30]([O:32]C)=[O:31])[CH3:29])[C:8]2=[O:34])=[CH:4][CH:3]=1.CO.[OH-].[Li+].C(O)(=O)CC(CC(O)=O)(C(O)=O)O, predict the reaction product. The product is: [CH3:1][C:2]1[CH:3]=[CH:4][C:5]([CH2:6][N:7]2[C:12](=[N:13][C:14]3[CH:19]=[CH:18][C:17]([O:20][CH:21]([CH3:22])[CH3:23])=[C:16]([CH:24]=[CH2:25])[CH:15]=3)[NH:11][C:10](=[O:26])[N:9]([CH2:27][C@@H:28]([C:30]([OH:32])=[O:31])[CH3:29])[C:8]2=[O:34])=[CH:35][CH:36]=1.